This data is from Full USPTO retrosynthesis dataset with 1.9M reactions from patents (1976-2016). The task is: Predict the reactants needed to synthesize the given product. (1) Given the product [C:35]([NH:1][CH2:2][CH2:3][N:4]1[C:12]2[C:11]([NH:13][C:14]3[CH:33]=[CH:32][C:17]([O:18][C:19]4[CH:20]=[CH:21][C:22]([F:31])=[C:23]([CH:30]=4)[C:24]([NH:26][CH:27]4[CH2:28][CH2:29]4)=[O:25])=[C:16]([Cl:34])[CH:15]=3)=[N:10][CH:9]=[N:8][C:7]=2[CH:6]=[CH:5]1)(=[O:37])[CH3:36], predict the reactants needed to synthesize it. The reactants are: [NH2:1][CH2:2][CH2:3][N:4]1[C:12]2[C:11]([NH:13][C:14]3[CH:33]=[CH:32][C:17]([O:18][C:19]4[CH:20]=[CH:21][C:22]([F:31])=[C:23]([CH:30]=4)[C:24]([NH:26][CH:27]4[CH2:29][CH2:28]4)=[O:25])=[C:16]([Cl:34])[CH:15]=3)=[N:10][CH:9]=[N:8][C:7]=2[CH:6]=[CH:5]1.[C:35](O)(=[O:37])[CH3:36].Cl.C(N=C=NCCCN(C)C)C.ON1C2C=CC=CC=2N=N1. (2) Given the product [CH:41]1([S:44]([N:5]2[CH2:4][CH2:3][N:2]([C:8]3[CH:9]=[C:10]([CH:14]4[N:18]([C:19]5[CH:24]=[CH:23][C:22]([F:25])=[CH:21][C:20]=5[F:26])[N:17]=[C:16]([C:27]([F:33])([F:32])[C:28]([F:29])([F:30])[F:31])[CH2:15]4)[CH:11]=[CH:12][CH:13]=3)[CH2:7][CH2:6]2)(=[O:46])=[O:45])[CH2:43][CH2:42]1, predict the reactants needed to synthesize it. The reactants are: Cl.[N:2]1([C:8]2[CH:9]=[C:10]([CH:14]3[N:18]([C:19]4[CH:24]=[CH:23][C:22]([F:25])=[CH:21][C:20]=4[F:26])[N:17]=[C:16]([C:27]([F:33])([F:32])[C:28]([F:31])([F:30])[F:29])[CH2:15]3)[CH:11]=[CH:12][CH:13]=2)[CH2:7][CH2:6][NH:5][CH2:4][CH2:3]1.C(N(CC)CC)C.[CH:41]1([S:44](Cl)(=[O:46])=[O:45])[CH2:43][CH2:42]1.